From a dataset of Reaction yield outcomes from USPTO patents with 853,638 reactions. Predict the reaction yield, written as a fraction of the theoretical maximum amount of product (1.0 means a 100% yield; for example, 0.34 means a 34% yield). (1) The yield is 0.500. The catalyst is ClCCl. The reactants are [N+:1]([C:4]1[CH:8]=[CH:7][NH:6][CH:5]=1)([O-:3])=[O:2].N12CCCN=C1CCCCC2.[C:20]1([CH2:26][S:27](Cl)(=[O:29])=[O:28])[CH:25]=[CH:24][CH:23]=[CH:22][CH:21]=1. The product is [CH2:26]([S:27]([N:6]1[CH:7]=[CH:8][C:4]([N+:1]([O-:3])=[O:2])=[CH:5]1)(=[O:29])=[O:28])[C:20]1[CH:25]=[CH:24][CH:23]=[CH:22][CH:21]=1. (2) The reactants are Cl[SiH:2]1[N:6]([C:7]([CH3:10])([CH3:9])[CH3:8])[CH:5]=[CH:4][N:3]1[C:11]([CH3:14])([CH3:13])[CH3:12].[CH:15]([NH2:19])([CH2:17][CH3:18])[CH3:16]. The catalyst is CCCCCC. The product is [CH:15]([NH:19][SiH:2]1[N:6]([C:7]([CH3:10])([CH3:9])[CH3:8])[CH:5]=[CH:4][N:3]1[C:11]([CH3:14])([CH3:13])[CH3:12])([CH2:17][CH3:18])[CH3:16]. The yield is 0.920. (3) The reactants are Cl[C:2]1[CH:12]=[CH:11][C:5]([C:6]([O:8]CC)=[O:7])=[CH:4][N:3]=1.[O:13]1[CH2:18][CH2:17][CH2:16][CH2:15][CH:14]1[CH2:19][OH:20]. No catalyst specified. The product is [O:13]1[CH2:18][CH2:17][CH2:16][CH2:15][CH:14]1[CH2:19][O:20][C:2]1[CH:12]=[CH:11][C:5]([C:6]([OH:8])=[O:7])=[CH:4][N:3]=1. The yield is 0.340. (4) The catalyst is C1(C)C=CC=CC=1.O.C([O-])(=O)C.[Pd+2].C([O-])(=O)C. The yield is 0.350. The reactants are I[C:2]1[CH:3]=[C:4]([C:20]([NH:22][CH2:23][C:24]2[CH:29]=[CH:28][C:27]([S:30]([CH3:33])(=[O:32])=[O:31])=[CH:26][CH:25]=2)=[O:21])[C:5](=[O:19])[N:6]([C:9]2[CH:14]=[CH:13][CH:12]=[C:11]([C:15]([F:18])([F:17])[F:16])[CH:10]=2)[C:7]=1[CH3:8].[CH:34]1(B(O)O)[CH2:36][CH2:35]1.P([O-])([O-])([O-])=O.[K+].[K+].[K+].C1(P(C2CCCCC2)C2CCCCC2)CCCCC1. The product is [CH:34]1([C:2]2[CH:3]=[C:4]([C:20]([NH:22][CH2:23][C:24]3[CH:29]=[CH:28][C:27]([S:30]([CH3:33])(=[O:32])=[O:31])=[CH:26][CH:25]=3)=[O:21])[C:5](=[O:19])[N:6]([C:9]3[CH:14]=[CH:13][CH:12]=[C:11]([C:15]([F:16])([F:17])[F:18])[CH:10]=3)[C:7]=2[CH3:8])[CH2:36][CH2:35]1. (5) The reactants are [CH2:1]([N:3]([CH2:7][CH3:8])[CH2:4][CH2:5][NH2:6])[CH3:2].S=[C:10]1[CH2:14][S:13][C:12](=[O:15])[NH:11]1.[CH3:16][O:17][C:18]1[CH:19]=[C:20]([CH:23]=[CH:24][C:25]=1[O:26][CH2:27][C:28]1[CH:33]=[CH:32][C:31]([C:34]([F:37])([F:36])[F:35])=[CH:30][CH:29]=1)[CH:21]=O.[Cl-].[NH4+]. The catalyst is C(O)C.CC(C)([O-])C.[K+]. The product is [CH2:1]([N:3]([CH2:7][CH3:8])[CH2:4][CH2:5][NH:6][C:10]1=[N:11][C:12](=[O:15])[S:13]/[C:14]/1=[CH:21]\[C:20]1[CH:23]=[CH:24][C:25]([O:26][CH2:27][C:28]2[CH:33]=[CH:32][C:31]([C:34]([F:35])([F:36])[F:37])=[CH:30][CH:29]=2)=[C:18]([O:17][CH3:16])[CH:19]=1)[CH3:2]. The yield is 0.400.